From a dataset of Full USPTO retrosynthesis dataset with 1.9M reactions from patents (1976-2016). Predict the reactants needed to synthesize the given product. (1) Given the product [C:12]([O:17][CH2:2][CH2:3][CH2:4][Si:5]([O:10][CH3:11])([O:8][CH3:9])[O:6][CH3:7])(=[O:16])[C:13]([CH3:15])=[CH2:14], predict the reactants needed to synthesize it. The reactants are: Cl[CH2:2][CH2:3][CH2:4][Si:5]([O:10][CH3:11])([O:8][CH3:9])[O:6][CH3:7].[C:12]([O-:17])(=[O:16])[C:13]([CH3:15])=[CH2:14].[K+]. (2) Given the product [OH:1][CH:2]([C:19]1[CH:20]=[N:21][CH:22]=[CH:23][CH:24]=1)[CH:3]([CH2:18][S:25][C:26]1[S:27][CH:28]=[C:29]([CH3:31])[N:30]=1)[C:4]([O:6][CH2:7][C:8]1[CH:13]=[CH:12][CH:11]=[C:10]([C:14]([F:15])([F:16])[F:17])[CH:9]=1)=[O:5], predict the reactants needed to synthesize it. The reactants are: [OH:1][CH:2]([C:19]1[CH:20]=[N:21][CH:22]=[CH:23][CH:24]=1)[C:3](=[CH2:18])[C:4]([O:6][CH2:7][C:8]1[CH:13]=[CH:12][CH:11]=[C:10]([C:14]([F:17])([F:16])[F:15])[CH:9]=1)=[O:5].[SH:25][C:26]1[S:27][CH:28]=[C:29]([CH3:31])[N:30]=1.C1N2CCN(CC2)C1. (3) The reactants are: [Cl:1][C:2]1[CH:10]=[C:9]([C:11]2[N:16]=[C:15]3[N:17]([CH2:20][C:21]4[CH:22]=[C:23]5[C:28](=[CH:29][CH:30]=4)[N:27]=[CH:26][CH:25]=[CH:24]5)[N:18]=[N:19][C:14]3=[CH:13][CH:12]=2)[CH:8]=[CH:7][C:3]=1[C:4]([NH2:6])=[O:5].CCOCC.Cl. Given the product [ClH:1].[Cl:1][C:2]1[CH:10]=[C:9]([C:11]2[N:16]=[C:15]3[N:17]([CH2:20][C:21]4[CH:22]=[C:23]5[C:28](=[CH:29][CH:30]=4)[N:27]=[CH:26][CH:25]=[CH:24]5)[N:18]=[N:19][C:14]3=[CH:13][CH:12]=2)[CH:8]=[CH:7][C:3]=1[C:4]([NH2:6])=[O:5], predict the reactants needed to synthesize it. (4) Given the product [Cl:1][C:2]1[CH:3]=[CH:4][C:5]2[S:9][C:8]([S:10][CH3:12])=[N:7][C:6]=2[CH:11]=1, predict the reactants needed to synthesize it. The reactants are: [Cl:1][C:2]1[CH:3]=[CH:4][C:5]2[S:9][C:8]([SH:10])=[N:7][C:6]=2[CH:11]=1.[C:12](=O)([O-])[O-].[K+].[K+].CI.CCOC(C)=O. (5) Given the product [CH3:1][O:2][C:3](=[O:16])[C:4]1[CH:5]=[C:6]([CH:10]=[C:11]([N+:13]([O-:15])=[O:14])[CH:12]=1)[C:7]([O:9][C:17]([CH3:20])([CH3:19])[CH3:18])=[O:8], predict the reactants needed to synthesize it. The reactants are: [CH3:1][O:2][C:3](=[O:16])[C:4]1[CH:12]=[C:11]([N+:13]([O-:15])=[O:14])[CH:10]=[C:6]([C:7]([OH:9])=[O:8])[CH:5]=1.[C:17](O)([CH3:20])([CH3:19])[CH3:18].CCN=C=NCCCN(C)C.Cl. (6) Given the product [CH2:1]1[C:9]2[C:4](=[CH:5][C:6]([C:10]3([C:13]([NH:15][C:16]4[CH:17]=[CH:18][C:19]([CH3:31])=[C:20]([C:22]5[CH:27]=[C:26]([CH3:28])[C:25](=[O:29])[NH:24][CH:23]=5)[N:21]=4)=[O:14])[CH2:11][CH2:12]3)=[CH:7][CH:8]=2)[CH2:3][O:2]1, predict the reactants needed to synthesize it. The reactants are: [CH2:1]1[C:9]2[C:4](=[CH:5][C:6]([C:10]3([C:13]([NH:15][C:16]4[N:21]=[C:20]([C:22]5[CH:23]=[N:24][C:25]([O:29]C)=[C:26]([CH3:28])[CH:27]=5)[C:19]([CH3:31])=[CH:18][CH:17]=4)=[O:14])[CH2:12][CH2:11]3)=[CH:7][CH:8]=2)[CH2:3][O:2]1.[Si](I)(C)(C)C. (7) Given the product [N:11]1([C:14]2[CH:15]=[CH:16][C:17]([C:20]3[N:25]4[N:26]=[C:27]([NH:29][C:30]([CH:32]5[CH2:33][CH2:34]5)=[O:31])[N:28]=[C:24]4[CH:23]=[CH:22][CH:21]=3)=[CH:18][CH:19]=2)[CH2:10][CH2:9][NH:8][CH2:13][CH2:12]1, predict the reactants needed to synthesize it. The reactants are: C(OC([N:8]1[CH2:13][CH2:12][N:11]([C:14]2[CH:19]=[CH:18][C:17]([C:20]3[N:25]4[N:26]=[C:27]([NH:29][C:30]([CH:32]5[CH2:34][CH2:33]5)=[O:31])[N:28]=[C:24]4[CH:23]=[CH:22][CH:21]=3)=[CH:16][CH:15]=2)[CH2:10][CH2:9]1)=O)(C)(C)C.C(=O)([O-])O.[Na+].